Dataset: Full USPTO retrosynthesis dataset with 1.9M reactions from patents (1976-2016). Task: Predict the reactants needed to synthesize the given product. (1) Given the product [F:16][C:11]1[C:12]([C:22]([OH:24])=[O:23])=[CH:13][C:14]([I:15])=[C:9]([F:8])[N:10]=1, predict the reactants needed to synthesize it. The reactants are: C(NC(C)C)(C)C.[F:8][C:9]1[C:14]([I:15])=[CH:13][CH:12]=[C:11]([F:16])[N:10]=1.C([Li])CCC.[C:22](=[O:24])=[O:23]. (2) Given the product [CH2:21]([O:23][C:24]1[CH:25]=[C:26]([CH:29]=[C:30]([O:33][CH2:34][CH3:35])[C:31]=1[F:32])[CH2:27][N:17]1[CH2:16][CH2:15][CH:14]([NH:13][C:11](=[O:12])[C:9]2[CH:10]=[C:2]([CH3:1])[C:3]([C:4]([OH:6])=[O:5])=[C:7]([CH3:20])[CH:8]=2)[CH2:19][CH2:18]1)[CH3:22], predict the reactants needed to synthesize it. The reactants are: [CH3:1][C:2]1[CH:10]=[C:9]([C:11]([NH:13][CH:14]2[CH2:19][CH2:18][NH:17][CH2:16][CH2:15]2)=[O:12])[CH:8]=[C:7]([CH3:20])[C:3]=1[C:4]([OH:6])=[O:5].[CH2:21]([O:23][C:24]1[CH:25]=[C:26]([CH:29]=[C:30]([O:33][CH2:34][CH3:35])[C:31]=1[F:32])[CH:27]=O)[CH3:22].C([BH3-])#N.[Na+].C(N(C(C)C)C(C)C)C. (3) Given the product [F:54][C:51]([F:52])([F:53])[C:43]1[CH:42]=[C:41]([CH2:40][CH2:39][C:28]2[CH:29]=[C:30]([OH:31])[C:25](=[O:24])[NH:26][N:27]=2)[CH:46]=[C:45]([C:47]([F:48])([F:50])[F:49])[CH:44]=1, predict the reactants needed to synthesize it. The reactants are: OC1C(=O)NN=C(CCC2C=CC=CC=2)C=1.C([O:24][C:25]1[N:26]=[N:27][C:28](/[CH:39]=[CH:40]/[C:41]2[CH:46]=[C:45]([C:47]([F:50])([F:49])[F:48])[CH:44]=[C:43]([C:51]([F:54])([F:53])[F:52])[CH:42]=2)=[CH:29][C:30]=1[O:31]CC1C=CC=CC=1)C1C=CC=CC=1. (4) Given the product [NH2:10][C:11]1[C:16]([C:17]([NH:18][C:19]2[CH:20]=[CH:21][CH:22]=[CH:23][CH:24]=2)=[O:25])=[N:15][C:14]([C:26]2[CH:27]=[CH:28][C:29]([C:30]([N:6]3[CH2:7][CH2:8][CH:3]([N:2]([CH3:9])[CH3:1])[CH2:4][CH2:5]3)=[O:31])=[CH:33][CH:34]=2)=[CH:13][N:12]=1, predict the reactants needed to synthesize it. The reactants are: [CH3:1][N:2]([CH3:9])[CH:3]1[CH2:8][CH2:7][NH:6][CH2:5][CH2:4]1.[NH2:10][C:11]1[N:12]=[CH:13][C:14]([C:26]2[CH:34]=[CH:33][C:29]([C:30](O)=[O:31])=[CH:28][CH:27]=2)=[N:15][C:16]=1[C:17](=[O:25])[NH:18][C:19]1[CH:24]=[CH:23][CH:22]=[CH:21][CH:20]=1.C1N=CN(C(N2C=NC=C2)=O)C=1.CCN(C(C)C)C(C)C. (5) The reactants are: [CH2:1]([O:8][C:9]1[CH:14]=[C:13]([O:15][CH2:16][C:17]2[CH:22]=[CH:21][CH:20]=[CH:19][CH:18]=2)[CH:12]=[CH:11][C:10]=1[C:23]1[NH:27][C:26]2[CH:28]=[C:29]([C:31]([O:33][CH3:34])=[O:32])[S:30][C:25]=2[C:24]=1[CH:35]1[CH2:40][CH2:39][CH2:38][CH2:37][CH2:36]1)[C:2]1[CH:7]=[CH:6][CH:5]=[CH:4][CH:3]=1.[H-].[Na+].Br[CH2:44][CH2:45][O:46][CH2:47][C:48]1[CH:53]=[CH:52][CH:51]=[CH:50][CH:49]=1.C(OCC)(=O)C. Given the product [CH2:47]([O:46][CH2:45][CH2:44][N:27]1[C:23]([C:10]2[CH:11]=[CH:12][C:13]([O:15][CH2:16][C:17]3[CH:22]=[CH:21][CH:20]=[CH:19][CH:18]=3)=[CH:14][C:9]=2[O:8][CH2:1][C:2]2[CH:7]=[CH:6][CH:5]=[CH:4][CH:3]=2)=[C:24]([CH:35]2[CH2:40][CH2:39][CH2:38][CH2:37][CH2:36]2)[C:25]2[S:30][C:29]([C:31]([O:33][CH3:34])=[O:32])=[CH:28][C:26]1=2)[C:48]1[CH:53]=[CH:52][CH:51]=[CH:50][CH:49]=1, predict the reactants needed to synthesize it. (6) Given the product [Cl:1][C:2]1[CH:3]=[CH:4][C:5]([O:20][CH2:21][C:22]2[CH:23]=[CH:24][CH:25]=[CH:26][CH:27]=2)=[C:6]([CH2:8][C:9]2[S:10][CH:11]=[C:12]([C:14](=[O:15])[CH3:28])[N:13]=2)[CH:7]=1, predict the reactants needed to synthesize it. The reactants are: [Cl:1][C:2]1[CH:3]=[CH:4][C:5]([O:20][CH2:21][C:22]2[CH:27]=[CH:26][CH:25]=[CH:24][CH:23]=2)=[C:6]([CH2:8][C:9]2[S:10][CH:11]=[C:12]([C:14](N(C)OC)=[O:15])[N:13]=2)[CH:7]=1.[CH3:28][Mg]Br. (7) Given the product [Cl:3][C:4]1[CH:5]=[C:6]([CH:9]=[CH:10][CH:11]=1)[CH2:7][O:8][C:22]1[N:31]=[C:30]([NH:32][C@@H:33]([CH2:37][OH:38])[C@@H:34]([OH:36])[CH3:35])[C:29]2[N:28]=[C:27]([C:39]([NH2:41])=[O:40])[C:26](=[O:42])[NH:25][C:24]=2[N:23]=1, predict the reactants needed to synthesize it. The reactants are: [H-].[Na+].[Cl:3][C:4]1[CH:5]=[C:6]([CH:9]=[CH:10][CH:11]=1)[CH2:7][OH:8].C(S([C:22]1[N:31]=[C:30]([NH:32][C@@H:33]([CH2:37][OH:38])[C@@H:34]([OH:36])[CH3:35])[C:29]2[N:28]=[C:27]([C:39]([NH2:41])=[O:40])[C:26](=[O:42])[NH:25][C:24]=2[N:23]=1)(=O)=O)C1C=CC=CC=1.[NH4+].[Cl-]. (8) Given the product [O:14]=[C:12]1[C:11]2=[C:7]([C:3]3[S:2][CH:6]=[CH:5][CH:4]=3)[NH:8][C:9](=[O:19])[C:10]2=[C:7]([C:3]2[S:2][CH:6]=[CH:23][CH:24]=2)[NH:8]1, predict the reactants needed to synthesize it. The reactants are: [Na].[S:2]1[CH:6]=[CH:5][CH:4]=[C:3]1[C:7]#[N:8].[C:9]([O:19]C(C)C)(=O)[CH2:10][CH2:11][C:12]([O:14]C(C)C)=O.[C:23](O)(=O)[CH3:24]. (9) Given the product [Cl:1][C:2]1[CH:3]=[C:4]([C:5]2[O:7][N:26]=[C:27]([C:28]3[N:29]=[CH:30][C:31]([CH2:47][CH2:48][C:49]([O:51][CH2:52][CH3:53])=[O:50])=[C:32]4[CH:36]=[CH:35][NH:34][C:33]=34)[N:54]=2)[CH:8]=[CH:9][C:10]=1[O:11][CH:12]([CH3:14])[CH3:13], predict the reactants needed to synthesize it. The reactants are: [Cl:1][C:2]1[CH:3]=[C:4]([CH:8]=[CH:9][C:10]=1[O:11][CH:12]([CH3:14])[CH3:13])[C:5]([OH:7])=O.C1C=CC2N(O)N=NC=2C=1.O[NH:26]/[C:27](=[N:54]\[H])/[C:28]1[N:29]=[CH:30][C:31]([CH2:47][CH2:48][C:49]([O:51][CH2:52][CH3:53])=[O:50])=[C:32]2[CH:36]=[CH:35][N:34](S(C3C=CC(C)=CC=3)(=O)=O)[C:33]=12.CCCC[N+](CCCC)(CCCC)CCCC.[F-]. (10) The reactants are: [NH2:1][CH:2]([C:4]([OH:6])=[O:5])[CH3:3].S(Cl)([Cl:9])=O.[CH2:11](O)[CH:12]([CH3:14])[CH3:13]. Given the product [ClH:9].[CH2:11]([O:5][C:4](=[O:6])[CH:2]([CH3:3])[NH2:1])[CH:12]([CH3:14])[CH3:13], predict the reactants needed to synthesize it.